Dataset: Peptide-MHC class I binding affinity with 185,985 pairs from IEDB/IMGT. Task: Regression. Given a peptide amino acid sequence and an MHC pseudo amino acid sequence, predict their binding affinity value. This is MHC class I binding data. (1) The peptide sequence is ASYQFQLPY. The MHC is BoLA-JSP.1 with pseudo-sequence BoLA-JSP.1. The binding affinity (normalized) is 0.0641. (2) The peptide sequence is GQGGSPTAM. The MHC is HLA-A30:02 with pseudo-sequence HLA-A30:02. The binding affinity (normalized) is 0. (3) The peptide sequence is CTSSTCMMCY. The MHC is HLA-A26:01 with pseudo-sequence HLA-A26:01. The binding affinity (normalized) is 0.290. (4) The peptide sequence is SVFPFDGTR. The MHC is HLA-A26:02 with pseudo-sequence HLA-A26:02. The binding affinity (normalized) is 0.298. (5) The binding affinity (normalized) is 0.0847. The peptide sequence is DEKPKVMEG. The MHC is HLA-B35:01 with pseudo-sequence HLA-B35:01. (6) The peptide sequence is ATLEDDRER. The MHC is HLA-A11:01 with pseudo-sequence HLA-A11:01. The binding affinity (normalized) is 0.00110. (7) The MHC is HLA-A02:03 with pseudo-sequence HLA-A02:03. The binding affinity (normalized) is 0.220. The peptide sequence is FFGPIGKL. (8) The peptide sequence is KSYSLIRPK. The MHC is HLA-A11:01 with pseudo-sequence HLA-A11:01. The binding affinity (normalized) is 0.873.